This data is from Forward reaction prediction with 1.9M reactions from USPTO patents (1976-2016). The task is: Predict the product of the given reaction. (1) Given the reactants [NH2:1][C@H:2]([C:8]([OH:10])=[O:9])[CH2:3][CH2:4][CH2:5][CH2:6][NH2:7].[CH2:11]([N+:33]([CH3:36])([CH3:35])[CH3:34])[CH2:12][CH2:13][CH2:14][CH2:15][CH2:16][CH2:17][CH2:18][CH2:19][CH2:20][CH2:21][CH2:22][CH2:23][CH2:24][CH2:25][CH2:26][CH2:27][CH2:28][CH2:29][CH2:30][CH2:31][CH3:32], predict the reaction product. The product is: [NH2:1][C@H:2]([C:8]([O-:10])=[O:9])[CH2:3][CH2:4][CH2:5][CH2:6][NH2:7].[CH2:11]([N+:33]([CH3:36])([CH3:34])[CH3:35])[CH2:12][CH2:13][CH2:14][CH2:15][CH2:16][CH2:17][CH2:18][CH2:19][CH2:20][CH2:21][CH2:22][CH2:23][CH2:24][CH2:25][CH2:26][CH2:27][CH2:28][CH2:29][CH2:30][CH2:31][CH3:32]. (2) Given the reactants [CH3:1][O:2][C:3]([C:5]1[N:6]=[C:7]([NH:10][C:11](=[O:31])[C@@H:12]([NH:20][C:21](=[O:30])[C@H:22]([NH2:29])[C:23]2[CH:28]=[CH:27][CH:26]=[CH:25][CH:24]=2)[CH2:13][C:14]2[CH:19]=[CH:18][CH:17]=[CH:16][CH:15]=2)[S:8][CH:9]=1)=[O:4].C(N(C(C)C)CC)(C)C.[O:41]=[C:42](Cl)OC(Cl)(Cl)Cl, predict the reaction product. The product is: [CH3:1][O:2][C:3]([C:5]1[N:6]=[C:7]([NH:10][C:11](=[O:31])[C@@H:12]([N:20]2[C:21](=[O:30])[C@@H:22]([C:23]3[CH:28]=[CH:27][CH:26]=[CH:25][CH:24]=3)[NH:29][C:42]2=[O:41])[CH2:13][C:14]2[CH:19]=[CH:18][CH:17]=[CH:16][CH:15]=2)[S:8][CH:9]=1)=[O:4]. (3) Given the reactants [H-].[Na+].[Na+].[I-].C[C:6]1([CH3:13])[O:10][CH:9]([CH2:11][OH:12])[CH2:8][O:7]1.S(C1C=CC(C)=CC=1)(O[CH2:18][CH2:19][CH2:20][CH2:21][CH2:22][CH2:23][CH2:24][CH2:25]/[CH:26]=[CH:27]\[CH2:28][CH2:29][CH2:30][CH2:31][CH2:32][CH2:33]CC)(=O)=O, predict the reaction product. The product is: [CH2:6]([O:7][CH2:8][CH:9]([CH2:11][OH:12])[OH:10])[CH2:13][CH2:18][CH2:19][CH2:20][CH2:21][CH2:22][CH2:23]/[CH:24]=[CH:25]\[CH2:26][CH2:27][CH2:28][CH2:29][CH2:30][CH2:31][CH2:32][CH3:33]. (4) Given the reactants [CH2:1]([C:5]1[CH2:10][CH:9]([CH3:11])[C:8]([CH3:14])([CH:12]=[O:13])[CH2:7][CH:6]=1)[CH:2]([CH3:4])[CH3:3].[CH3:15][Mg+].[Br-].Cl, predict the reaction product. The product is: [CH2:1]([C:5]1[CH2:10][CH:9]([CH3:11])[C:8]([CH:12]([OH:13])[CH3:15])([CH3:14])[CH2:7][CH:6]=1)[CH:2]([CH3:4])[CH3:3]. (5) Given the reactants Br[C:2]1[CH:11]=[C:10]2[C:5]([CH:6]=[C:7]([NH:39][C:40](=[O:49])[O:41][CH2:42][C:43]3[CH:48]=[CH:47][CH:46]=[CH:45][CH:44]=3)[C:8]([C:12]([NH:14][C:15]3[CH:16]=[N:17][CH:18]=[CH:19][C:20]=3[N:21]3[CH2:26][C@H:25]([C:27]([F:30])([F:29])[F:28])[CH2:24][C@H:23]([NH:31][C:32]([O:34][C:35]([CH3:38])([CH3:37])[CH3:36])=[O:33])[CH2:22]3)=[O:13])=[N:9]2)=[CH:4][CH:3]=1.[O-]P([O-])([O-])=O.[K+].[K+].[K+].O1CCOCC1.CC1(C)C(C)(C)OB([C:72]2[CH2:73][CH2:74][O:75][CH2:76][CH:77]=2)O1, predict the reaction product. The product is: [CH2:42]([O:41][C:40](=[O:49])[NH:39][C:7]1[C:8]([C:12]([NH:14][C:15]2[CH:16]=[N:17][CH:18]=[CH:19][C:20]=2[N:21]2[CH2:26][C@H:25]([C:27]([F:30])([F:29])[F:28])[CH2:24][C@H:23]([NH:31][C:32]([O:34][C:35]([CH3:36])([CH3:38])[CH3:37])=[O:33])[CH2:22]2)=[O:13])=[N:9][C:10]2[C:5]([CH:6]=1)=[CH:4][CH:3]=[C:2]([C:72]1[CH2:77][CH2:76][O:75][CH2:74][CH:73]=1)[CH:11]=2)[C:43]1[CH:44]=[CH:45][CH:46]=[CH:47][CH:48]=1. (6) Given the reactants [C:1]1([NH:7][C:8]2[C:9]([NH2:14])=[CH:10][CH:11]=[CH:12][CH:13]=2)[CH:6]=[CH:5][CH:4]=[CH:3][CH:2]=1.[Br:15][C:16]1[CH:24]=[CH:23][CH:22]=[CH:21][C:17]=1[C:18](Cl)=[O:19].C(N(CC)CC)C.O, predict the reaction product. The product is: [Br:15][C:16]1[CH:24]=[CH:23][CH:22]=[CH:21][C:17]=1[C:18]([NH:14][C:9]1[CH:10]=[CH:11][CH:12]=[CH:13][C:8]=1[NH:7][C:1]1[CH:2]=[CH:3][CH:4]=[CH:5][CH:6]=1)=[O:19]. (7) Given the reactants C=O.[C:3](O[BH-](OC(=O)C)OC(=O)C)(=O)C.[Na+].[Cl:17][C:18]1[CH:23]=[CH:22][C:21]([C:24]2[C:28]3[CH2:29][N:30]([S:33]([CH3:36])(=[O:35])=[O:34])[CH2:31][CH2:32][C:27]=3[N:26]([CH2:37][CH2:38][CH2:39][N:40]3[CH2:45][CH2:44][N:43]([C:46]4[CH:51]=[CH:50][CH:49]=[CH:48][CH:47]=4)[CH2:42][CH2:41]3)[N:25]=2)=[CH:20][C:19]=1[C:52]#[C:53][C:54]1[CH:63]=[C:62]2[C:57]([CH2:58][CH2:59][NH:60][CH2:61]2)=[CH:56][CH:55]=1, predict the reaction product. The product is: [Cl:17][C:18]1[CH:23]=[CH:22][C:21]([C:24]2[C:28]3[CH2:29][N:30]([S:33]([CH3:36])(=[O:35])=[O:34])[CH2:31][CH2:32][C:27]=3[N:26]([CH2:37][CH2:38][CH2:39][N:40]3[CH2:41][CH2:42][N:43]([C:46]4[CH:51]=[CH:50][CH:49]=[CH:48][CH:47]=4)[CH2:44][CH2:45]3)[N:25]=2)=[CH:20][C:19]=1[C:52]#[C:53][C:54]1[CH:63]=[C:62]2[C:57]([CH2:58][CH2:59][N:60]([CH3:3])[CH2:61]2)=[CH:56][CH:55]=1. (8) Given the reactants [F:1][C:2]1[CH:7]=[CH:6][C:5]([N:8]2[C:11](=[O:12])[C@H:10]([S:13][CH2:14][C:15]([C:17]3[CH:22]=[CH:21][C:20]([F:23])=[CH:19][CH:18]=3)=[O:16])[C@H:9]2[C:24]2[CH:38]=[CH:37][C:27]([O:28][CH2:29][C:30]([NH:32][CH2:33][C:34]([OH:36])=O)=[O:31])=[CH:26][CH:25]=2)=[CH:4][CH:3]=1.CN1CCOCC1.CN(C(ON1N=NC2C=CC=CC1=2)=[N+](C)C)C.[B-](F)(F)(F)F.Cl.[C:69]([S:73][CH2:74][C@H:75]([C:77]([OH:79])=[O:78])[NH2:76])([CH3:72])([CH3:71])[CH3:70], predict the reaction product. The product is: [F:1][C:2]1[CH:7]=[CH:6][C:5]([N:8]2[C:11](=[O:12])[C@H:10]([S:13][CH2:14][CH:15]([C:17]3[CH:18]=[CH:19][C:20]([F:23])=[CH:21][CH:22]=3)[OH:16])[C@H:9]2[C:24]2[CH:25]=[CH:26][C:27]([O:28][CH2:29][C:30]([NH:32][CH2:33][C:34]([NH:76][C@@H:75]([C:77]([OH:79])=[O:78])[CH2:74][S:73][C:69]([CH3:72])([CH3:70])[CH3:71])=[O:36])=[O:31])=[CH:37][CH:38]=2)=[CH:4][CH:3]=1. (9) The product is: [O:50]=[C:45]1[CH2:46][CH2:47][C:48](=[O:49])[N:44]1[O:13][C:11](=[O:12])[CH:2]([NH:1][C:14]([O:16][CH2:17][CH:18]1[C:30]2[CH:29]=[CH:28][CH:27]=[CH:26][C:25]=2[C:24]2[C:19]1=[CH:20][CH:21]=[CH:22][CH:23]=2)=[O:15])[CH2:3][S:4][S:5][C:38]([CH3:39])([CH3:51])[CH3:37]. Given the reactants [NH:1]([C:14]([O:16][CH2:17][CH:18]1[C:30]2[C:25](=[CH:26][CH:27]=[CH:28][CH:29]=2)[C:24]2[C:19]1=[CH:20][CH:21]=[CH:22][CH:23]=2)=[O:15])[C@H:2]([C:11]([OH:13])=[O:12])[CH2:3][S:4][S:5]SC(C)(C)C.Cl.C(N=C=N[CH2:37][CH2:38][CH2:39]N(C)C)C.O[N:44]1[C:48](=[O:49])[CH2:47][CH2:46][C:45]1=[O:50].[CH2:51](Cl)Cl, predict the reaction product. (10) Given the reactants [CH3:1][O:2][C:3](=[O:18])[C@H:4]([CH2:11][C:12]1[CH:17]=[CH:16][CH:15]=[CH:14][CH:13]=1)[NH:5][C:6](=[O:10])[C@H:7]([CH3:9])[NH2:8].C(N[C@H:27]([C:29]([OH:31])=O)[CH3:28])(OC(C)(C)C)=O.CO[C:34](=O)[C@H:35]([CH2:37][C:38]1C=C[CH:41]=[CH:40][CH:39]=1)N, predict the reaction product. The product is: [CH3:1][O:2][C:3](=[O:18])[C@H:4]([CH2:11][C:12]1[CH:17]=[CH:16][CH:15]=[CH:14][CH:13]=1)[NH:5][C:6](=[O:10])[C@H:7]([CH3:9])[NH:8][C:29](=[O:31])[CH2:27][CH2:28][CH:34]=[CH:35][CH2:37][CH2:38][CH2:39][CH2:40][CH3:41].